From a dataset of CYP2D6 inhibition data for predicting drug metabolism from PubChem BioAssay. Regression/Classification. Given a drug SMILES string, predict its absorption, distribution, metabolism, or excretion properties. Task type varies by dataset: regression for continuous measurements (e.g., permeability, clearance, half-life) or binary classification for categorical outcomes (e.g., BBB penetration, CYP inhibition). Dataset: cyp2d6_veith. (1) The molecule is C[n+]1cn(CC(O)COCc2ccccc2)c2ccccc21.[I-]. The result is 1 (inhibitor). (2) The compound is CC(=O)c1sc(N)c(C(=O)OC(C)C)c1C. The result is 0 (non-inhibitor). (3) The compound is Brc1ccc(-c2nnc(-c3cccc(Br)c3)o2)cc1. The result is 0 (non-inhibitor). (4) The drug is COn1c(-c2ccccc2)nc2c1CCc1nonc1-2. The result is 0 (non-inhibitor). (5) The drug is Cc1nc2cnc(Nc3ccccc3)nc2n(C2CC2)c1=O. The result is 0 (non-inhibitor). (6) The result is 1 (inhibitor). The compound is Cc1ccc(S(=O)(=O)/C=C\C#N)cc1. (7) The drug is C[C@@H]1O[C@H]2C3=C(C(=O)[C@H]4O[C@@H]4[C@H]3O)[C@@H]1[C@H]1[C@H](C)OC=C3[C@H](O)[C@H]4O[C@H]4/C(=N\OCc4ccccc4)[C@@]321. The result is 0 (non-inhibitor). (8) The molecule is N[C@@H](Cc1ncccn1)C(=O)O. The result is 0 (non-inhibitor). (9) The compound is CCCOc1ccc(C(=O)NNC(=S)NC(=O)c2cc(-c3ccccc3)nc3ccccc23)cc1. The result is 0 (non-inhibitor). (10) The compound is CN1CCN(c2ncc3nc(-c4ccccc4)c(=O)n(C)c3n2)CC1. The result is 0 (non-inhibitor).